Dataset: Full USPTO retrosynthesis dataset with 1.9M reactions from patents (1976-2016). Task: Predict the reactants needed to synthesize the given product. Given the product [C:1]([C:5]1[CH:28]=[CH:27][CH:26]=[CH:25][C:6]=1[O:7][C:8]1[CH:9]=[N:10][N:11]([CH:15]([CH2:19][CH:20]2[CH2:21][CH2:22][CH2:23][CH2:24]2)[C:16]([NH:29][C:30]2[CH:34]=[CH:33][N:32]([CH2:35][C:36]([OH:38])([CH3:37])[CH3:39])[N:31]=2)=[O:18])[C:12](=[O:14])[CH:13]=1)([CH3:3])([CH3:4])[CH3:2], predict the reactants needed to synthesize it. The reactants are: [C:1]([C:5]1[CH:28]=[CH:27][CH:26]=[CH:25][C:6]=1[O:7][C:8]1[CH:9]=[N:10][N:11]([CH:15]([CH2:19][CH:20]2[CH2:24][CH2:23][CH2:22][CH2:21]2)[C:16]([OH:18])=O)[C:12](=[O:14])[CH:13]=1)([CH3:4])([CH3:3])[CH3:2].[NH2:29][C:30]1[CH:34]=[CH:33][N:32]([CH2:35][C:36]([CH3:39])([OH:38])[CH3:37])[N:31]=1.